Regression. Given a peptide amino acid sequence and an MHC pseudo amino acid sequence, predict their binding affinity value. This is MHC class I binding data. From a dataset of Peptide-MHC class I binding affinity with 185,985 pairs from IEDB/IMGT. (1) The peptide sequence is LVSLLGSAL. The MHC is HLA-B07:02 with pseudo-sequence HLA-B07:02. The binding affinity (normalized) is 0.706. (2) The peptide sequence is RTYIYWHGR. The MHC is Mamu-B8301 with pseudo-sequence Mamu-B8301. The binding affinity (normalized) is 0.705. (3) The peptide sequence is IVLSHILPL. The MHC is HLA-B15:01 with pseudo-sequence HLA-B15:01. The binding affinity (normalized) is 0.0847. (4) The peptide sequence is KLTDFGLSK. The MHC is HLA-B15:01 with pseudo-sequence HLA-B15:01. The binding affinity (normalized) is 0. (5) The peptide sequence is TNLYGFIIK. The MHC is HLA-A68:01 with pseudo-sequence HLA-A68:01. The binding affinity (normalized) is 0.237. (6) The peptide sequence is RFANALLAL. The MHC is HLA-A24:02 with pseudo-sequence HLA-A24:02. The binding affinity (normalized) is 0.396.